This data is from Forward reaction prediction with 1.9M reactions from USPTO patents (1976-2016). The task is: Predict the product of the given reaction. (1) The product is: [NH4+:6].[OH-:8].[F:30][C:24]1[CH:25]=[CH:26][CH:27]=[C:28]([F:29])[C:23]=1[N:18]1[C:17]2[N:31]=[C:13]([NH:12][CH2:11][CH2:10][NH:6][CH3:5])[N:14]=[C:15]([C:32]3[CH:37]=[C:36]([CH:35]=[CH:34][C:33]=3[CH3:48])[C:38]([NH:40][CH2:41][C:42]3[CH:47]=[CH:46][CH:45]=[CH:44][CH:43]=3)=[O:39])[C:16]=2[CH2:21][NH:20][C:19]1=[O:22]. Given the reactants CC([CH2:5][N:6]([CH2:10][CH2:11][NH:12][C:13]1[N:14]=[C:15]([C:32]2[CH:37]=[C:36]([C:38]([NH:40][CH2:41][C:42]3[CH:47]=[CH:46][CH:45]=[CH:44][CH:43]=3)=[O:39])[CH:35]=[CH:34][C:33]=2[CH3:48])[C:16]2[CH2:21][NH:20][C:19](=[O:22])[N:18]([C:23]3[C:28]([F:29])=[CH:27][CH:26]=[CH:25][C:24]=3[F:30])[C:17]=2[N:31]=1)C(=O)[O-:8])(C)C.FC(F)(F)C(O)=O, predict the reaction product. (2) Given the reactants [O:1]1CC[O:3][CH:2]1[CH2:6][CH2:7][CH:8]([C:10]1[CH:15]=[CH:14][C:13]([F:16])=[C:12]([CH3:17])[CH:11]=1)[OH:9].CC(C)=O.OS(O)(=O)=O.O=[Cr](=O)=O.O, predict the reaction product. The product is: [F:16][C:13]1[CH:14]=[CH:15][C:10]([C:8](=[O:9])[CH2:7][CH2:6][C:2]([OH:3])=[O:1])=[CH:11][C:12]=1[CH3:17].